From a dataset of Full USPTO retrosynthesis dataset with 1.9M reactions from patents (1976-2016). Predict the reactants needed to synthesize the given product. Given the product [F:19][C:18]1[C:2]([F:1])=[C:3]([O:4][Si:5]([CH:9]([CH3:11])[CH3:10])([CH:12]([CH3:13])[CH3:14])[CH:6]([CH3:7])[CH3:8])[CH:15]=[CH:16][C:17]=1[C:25]([OH:27])=[O:26], predict the reactants needed to synthesize it. The reactants are: [F:1][C:2]1[C:18]([F:19])=[CH:17][CH:16]=[CH:15][C:3]=1[O:4][Si:5]([CH:12]([CH3:14])[CH3:13])([CH:9]([CH3:11])[CH3:10])[CH:6]([CH3:8])[CH3:7].C([Li])CCC.[C:25](=[O:27])=[O:26].Cl.